This data is from Full USPTO retrosynthesis dataset with 1.9M reactions from patents (1976-2016). The task is: Predict the reactants needed to synthesize the given product. (1) Given the product [CH3:1][O:2][C:3]([C@H:5]1[N:9]2[C:10](=[O:33])[C:11]([NH:28][S:29]([CH3:32])(=[O:30])=[O:31])=[C:12]([CH2:17][C:18]3[C:27]4[C:22](=[CH:23][CH:24]=[CH:25][CH:26]=4)[CH:21]=[CH:20][CH:19]=3)[C:13]([C:14]3[CH:39]=[CH:38][CH:36]=[CH:16][CH:15]=3)=[C:8]2[S:7][CH2:6]1)=[O:4], predict the reactants needed to synthesize it. The reactants are: [CH3:1][O:2][C:3]([C@H:5]1[N:9]2[C:10](=[O:33])[C:11]([NH:28][S:29]([CH3:32])(=[O:31])=[O:30])=[C:12]([CH2:17][C:18]3[C:27]4[C:22](=[CH:23][CH:24]=[CH:25][CH:26]=4)[CH:21]=[CH:20][CH:19]=3)[C:13]([CH:14]3[CH2:16][CH2:15]3)=[C:8]2[S:7][CH2:6]1)=[O:4].CO[C:36]([C@H:38]1N2C(=O)C(N)=C(CC3C4C(=CC=CC=4)C=CC=3)C(C3C=CC=CC=3)=C2S[CH2:39]1)=O.CS(Cl)(=O)=O. (2) Given the product [CH:1]([NH:4][C:5]([C:7]1[C:15]2[C:11](=[CH:12][N:13]([CH2:42][C:43]([F:46])([F:45])[F:44])[N:14]=2)[CH:10]=[C:9]([CH3:16])[C:8]=1[NH:17][C:18]([C:20]1[N:21]([C:27]2[C:32]([Cl:33])=[CH:31][CH:30]=[CH:29][N:28]=2)[N:22]=[C:23]([O:25][CH3:26])[CH:24]=1)=[O:19])=[O:6])([CH3:3])[CH3:2], predict the reactants needed to synthesize it. The reactants are: [CH:1]([NH:4][C:5]([C:7]1[C:15]2[C:11](=[CH:12][NH:13][N:14]=2)[CH:10]=[C:9]([CH3:16])[C:8]=1[NH:17][C:18]([C:20]1[N:21]([C:27]2[C:32]([Cl:33])=[CH:31][CH:30]=[CH:29][N:28]=2)[N:22]=[C:23]([O:25][CH3:26])[CH:24]=1)=[O:19])=[O:6])([CH3:3])[CH3:2].[H-].[Na+].FC(F)(F)S(O[CH2:42][C:43]([F:46])([F:45])[F:44])(=O)=O.CCOC(C)=O. (3) The reactants are: Br[CH:2]([C:11]1[CH:16]=[CH:15][C:14]([Cl:17])=[CH:13][CH:12]=1)[C:3]1[CH:4]=[C:5]([CH:8]=[CH:9][CH:10]=1)[C:6]#[N:7].[F:18][C:19]1[CH:20]=[C:21]([CH:26]([CH:31]2[CH2:34][NH:33][CH2:32]2)[C:27]([CH3:30])([CH3:29])[CH3:28])[CH:22]=[C:23]([F:25])[CH:24]=1.C(N(CC)C(C)C)(C)C. Given the product [Cl:17][C:14]1[CH:15]=[CH:16][C:11]([CH:2]([N:33]2[CH2:34][CH:31]([CH:26]([C:21]3[CH:20]=[C:19]([F:18])[CH:24]=[C:23]([F:25])[CH:22]=3)[C:27]([CH3:30])([CH3:28])[CH3:29])[CH2:32]2)[C:3]2[CH:4]=[C:5]([CH:8]=[CH:9][CH:10]=2)[C:6]#[N:7])=[CH:12][CH:13]=1, predict the reactants needed to synthesize it. (4) Given the product [CH2:29]([O:36][C:37](=[O:40])[CH2:38][NH:39][C:8](=[O:10])[C:7]1[CH:11]=[CH:12][CH:13]=[C:5]([O:4][C:1](=[O:3])[CH3:2])[CH:6]=1)[C:30]1[CH:35]=[CH:34][CH:33]=[CH:32][CH:31]=1, predict the reactants needed to synthesize it. The reactants are: [C:1]([O:4][C:5]1[CH:6]=[C:7]([CH:11]=[CH:12][CH:13]=1)[C:8]([OH:10])=O)(=[O:3])[CH3:2].C(N(CC)CC)C.ClC(OCC(C)C)=O.[CH2:29]([O:36][C:37](=[O:40])[CH2:38][NH2:39])[C:30]1[CH:35]=[CH:34][CH:33]=[CH:32][CH:31]=1. (5) Given the product [CH3:9][O:10][C:11](=[O:22])[C:12]1[CH:17]=[CH:16][C:15]([N+:18]([O-:20])=[O:19])=[CH:14][C:13]=1[CH2:21][Br:1], predict the reactants needed to synthesize it. The reactants are: [Br:1]N1C(=O)CCC1=O.[CH3:9][O:10][C:11](=[O:22])[C:12]1[CH:17]=[CH:16][C:15]([N+:18]([O-:20])=[O:19])=[CH:14][C:13]=1[CH3:21].C1CCC(N=NC2(C#N)CCCCC2)(C#N)CC1. (6) Given the product [Cl:13][C:12]1[CH:11]=[C:10]2[C:5]([CH:6]=[CH:7][CH:8]=[N:9]2)=[CH:4][C:3]=1[CH2:2][NH:15][CH3:14], predict the reactants needed to synthesize it. The reactants are: Br[CH2:2][C:3]1[CH:4]=[C:5]2[C:10](=[CH:11][C:12]=1[Cl:13])[N:9]=[CH:8][CH:7]=[CH:6]2.[CH3:14][NH2:15]. (7) Given the product [Cl:30][C:28]1[CH:29]=[C:24]([C:18]2[C:17]3[N:31]([CH2:32][C@H:33]4[CH2:34][CH2:35][C@H:36]([CH3:39])[CH2:37][CH2:38]4)[C:14]([CH:10]([O:11][CH2:12][CH3:13])[CH2:9][OH:8])=[N:15][C:16]=3[CH:21]=[C:20]([C:22]#[N:23])[N:19]=2)[CH:25]=[N:26][CH:27]=1, predict the reactants needed to synthesize it. The reactants are: [Si]([O:8][CH2:9][CH:10]([C:14]1[N:31]([CH2:32][C@H:33]2[CH2:38][CH2:37][C@H:36]([CH3:39])[CH2:35][CH2:34]2)[C:17]2[C:18]([C:24]3[CH:25]=[N:26][CH:27]=[C:28]([Cl:30])[CH:29]=3)=[N:19][C:20]([C:22]#[N:23])=[CH:21][C:16]=2[N:15]=1)[O:11][CH2:12][CH3:13])(C(C)(C)C)(C)C.CCCC[N+](CCCC)(CCCC)CCCC.[F-]. (8) Given the product [O:17]1[C:15]2[C:3](=[CH:4][CH:5]=[CH:6][CH:7]=2)[CH2:2][CH2:1][C@@H:10]1[C:8]([OH:14])=[O:9], predict the reactants needed to synthesize it. The reactants are: [CH3:1][CH2:2][CH2:3][CH2:4][CH2:5][CH2:6][CH3:7].[C:8]([OH:14])([C:10](F)(F)F)=[O:9].[CH2:15]([OH:17])C. (9) Given the product [I:1][C:2]1[CH:3]=[N:4][N:5]([CH2:14][CH2:15][CH2:16][O:17][CH:18]2[CH2:23][CH2:22][CH2:21][CH2:20][O:19]2)[CH:6]=1, predict the reactants needed to synthesize it. The reactants are: [I:1][C:2]1[CH:3]=[N:4][NH:5][CH:6]=1.C([O-])([O-])=O.[Cs+].[Cs+].Br[CH2:14][CH2:15][CH2:16][O:17][CH:18]1[CH2:23][CH2:22][CH2:21][CH2:20][O:19]1.O.